Dataset: Catalyst prediction with 721,799 reactions and 888 catalyst types from USPTO. Task: Predict which catalyst facilitates the given reaction. (1) Reactant: COCCOC.O1CCCC1.[NH:12]1[CH2:17][CH2:16][CH:15]([N:18]2[C:26]3[C:21](=[CH:22][CH:23]=[C:24]([C:27]([O:29][CH3:30])=[O:28])[CH:25]=3)[CH:20]=[CH:19]2)[CH2:14][CH2:13]1.[CH3:31][O:32][C:33]1[C:42]([CH2:43][CH:44]=O)=[C:41]2[C:36]([C:37](=[O:48])[CH2:38][C:39]([CH3:47])([CH3:46])[O:40]2)=[CH:35][CH:34]=1. Product: [CH3:31][O:32][C:33]1[C:42]([CH2:43][CH2:44][N:12]2[CH2:13][CH2:14][CH:15]([N:18]3[C:26]4[C:21](=[CH:22][CH:23]=[C:24]([C:27]([O:29][CH3:30])=[O:28])[CH:25]=4)[CH:20]=[CH:19]3)[CH2:16][CH2:17]2)=[C:41]2[C:36]([C:37](=[O:48])[CH2:38][C:39]([CH3:47])([CH3:46])[O:40]2)=[CH:35][CH:34]=1. The catalyst class is: 15. (2) Reactant: [CH3:1][S:2]([OH:5])(=[O:4])=[O:3].[CH3:6][C:7]1[N:11]([C:12]2[CH:17]=[CH:16][C:15]([C:18]([F:21])([F:20])[F:19])=[CH:14][N:13]=2)[N:10]=[CH:9][C:8]=1[C:22]([NH:24][C:25]1[CH:26]=[N:27][C:28]([C@H:31]2[CH2:36][CH2:35][C@H:34]([N:37]3[CH2:42][CH2:41][O:40][CH2:39][CH2:38]3)[CH2:33][CH2:32]2)=[CH:29][CH:30]=1)=[O:23]. Product: [S:2]([OH:5])(=[O:4])(=[O:3])[CH3:1].[CH3:6][C:7]1[N:11]([C:12]2[CH:17]=[CH:16][C:15]([C:18]([F:20])([F:21])[F:19])=[CH:14][N:13]=2)[N:10]=[CH:9][C:8]=1[C:22]([NH:24][C:25]1[CH:26]=[N:27][C:28]([C@H:31]2[CH2:32][CH2:33][C@H:34]([N:37]3[CH2:38][CH2:39][O:40][CH2:41][CH2:42]3)[CH2:35][CH2:36]2)=[CH:29][CH:30]=1)=[O:23]. The catalyst class is: 214. (3) Reactant: [C:1]([C:3]1[C:7]([C:8]2[CH:13]=[CH:12][CH:11]=[CH:10][CH:9]=2)=[CH:6][NH:5][CH:4]=1)#[N:2].[CH2:14]([O:16][C:17](=[O:33])[C:18]1[C:23]([O:24][CH2:25][C:26]2[CH:31]=[CH:30][CH:29]=[CH:28][CH:27]=2)=[CH:22][N:21]=[C:20](Br)[CH:19]=1)[CH3:15].C(=O)([O-])[O-].[Cs+].[Cs+].CN(C)CC(O)=O. Product: [CH2:14]([O:16][C:17](=[O:33])[C:18]1[C:23]([O:24][CH2:25][C:26]2[CH:27]=[CH:28][CH:29]=[CH:30][CH:31]=2)=[CH:22][N:21]=[C:20]([N:5]2[CH:6]=[C:7]([C:8]3[CH:9]=[CH:10][CH:11]=[CH:12][CH:13]=3)[C:3]([C:1]#[N:2])=[CH:4]2)[CH:19]=1)[CH3:15]. The catalyst class is: 846. (4) Reactant: [CH2:1]([O:3][C:4]([NH:6][C:7]1[CH:8]=[C:9]([CH:27]=[CH:28][CH:29]=1)[CH2:10][N:11]1[C:16](=[O:17])[CH:15]=[CH:14][C:13]([C:18]2[CH:19]=[C:20]([CH:24]=[CH:25][CH:26]=2)[C:21](O)=[O:22])=[N:12]1)=[O:5])[CH3:2].[C:30]([O:34][C:35]([NH:37][CH2:38][CH2:39][CH2:40][CH2:41][NH2:42])=[O:36])([CH3:33])([CH3:32])[CH3:31].CN1CCOCC1.ON1C2C=CC=CC=2N=N1.Cl.CN(C)CCCN=C=NCC. Product: [CH2:1]([O:3][C:4](=[O:5])[NH:6][C:7]1[CH:29]=[CH:28][CH:27]=[C:9]([CH2:10][N:11]2[C:16](=[O:17])[CH:15]=[CH:14][C:13]([C:18]3[CH:26]=[CH:25][CH:24]=[C:20]([C:21](=[O:22])[NH:42][CH2:41][CH2:40][CH2:39][CH2:38][NH:37][C:35]([O:34][C:30]([CH3:33])([CH3:32])[CH3:31])=[O:36])[CH:19]=3)=[N:12]2)[CH:8]=1)[CH3:2]. The catalyst class is: 3. (5) Reactant: C1(P(C2CCCCC2)C2C=CC=CC=2C2C=CC=CC=2N(C)C)CCCCC1.[NH:29]1[CH2:33][CH2:32][CH2:31][CH2:30]1.[Li+].C[Si]([N-][Si](C)(C)C)(C)C.Br[C:45]1[CH:46]=[CH:47][C:48]2[S:52][C:51]([S:53]([NH:56][C:57]3[CH:62]=[CH:61][CH:60]=[C:59]([C:63]4[NH:67][N:66]=[N:65][N:64]=4)[CH:58]=3)(=[O:55])=[O:54])=[C:50]([CH3:68])[C:49]=2[CH:69]=1.Cl.[OH-].[Na+]. Product: [CH3:68][C:50]1[C:49]2[CH:69]=[C:45]([N:29]3[CH2:33][CH2:32][CH2:31][CH2:30]3)[CH:46]=[CH:47][C:48]=2[S:52][C:51]=1[S:53]([NH:56][C:57]1[CH:62]=[CH:61][CH:60]=[C:59]([C:63]2[NH:64][N:65]=[N:66][N:67]=2)[CH:58]=1)(=[O:55])=[O:54]. The catalyst class is: 1. (6) Reactant: [N+:1]([C:4]1[C:5]([NH2:24])=[CH:6][C:7]([Cl:23])=[C:8]([CH:22]=1)[C:9]([NH:11][C@H:12]1[CH2:17][CH2:16][C@H:15]([C:18]([F:21])([F:20])[F:19])[CH2:14][CH2:13]1)=[O:10])([O-])=O. Product: [NH2:24][C:5]1[C:4]([NH2:1])=[CH:22][C:8]([C:9]([NH:11][C@H:12]2[CH2:13][CH2:14][C@H:15]([C:18]([F:19])([F:20])[F:21])[CH2:16][CH2:17]2)=[O:10])=[C:7]([Cl:23])[CH:6]=1. The catalyst class is: 181. (7) Reactant: [NH2:1][C:2]1[CH:6]=[CH:5][O:4][N:3]=1.[Br:7][C:8]1[C:13]([Cl:14])=[CH:12][C:11]([N:15]2[C:24]3[C:19](=[CH:20][C:21]([S:25](Cl)(=[O:27])=[O:26])=[CH:22][CH:23]=3)[C:18]([CH3:29])=[CH:17][C:16]2=[O:30])=[C:10]([O:31][CH3:32])[CH:9]=1.[Li+].C[Si]([N-][Si](C)(C)C)(C)C.O1CCOCC1. Product: [Br:7][C:8]1[C:13]([Cl:14])=[CH:12][C:11]([N:15]2[C:24]3[C:19](=[CH:20][C:21]([S:25]([NH:1][C:2]4[CH:6]=[CH:5][O:4][N:3]=4)(=[O:26])=[O:27])=[CH:22][CH:23]=3)[C:18]([CH3:29])=[CH:17][C:16]2=[O:30])=[C:10]([O:31][CH3:32])[CH:9]=1. The catalyst class is: 1. (8) Reactant: [NH2:1][C:2](=[O:42])[CH2:3][C:4]1[CH:41]=[CH:40][CH:39]=[CH:38][C:5]=1[CH2:6][CH2:7][C:8]1[C:13]([C:14]([F:17])([F:16])[F:15])=[CH:12][N:11]=[C:10]([NH:18][C:19]2[CH:24]=[CH:23][C:22]([CH:25]3[CH2:30][CH2:29][CH2:28][N:27](C(OC(C)(C)C)=O)[CH2:26]3)=[CH:21][CH:20]=2)[N:9]=1.FC(F)(F)C(O)=O. Product: [NH:27]1[CH2:28][CH2:29][CH2:30][CH:25]([C:22]2[CH:23]=[CH:24][C:19]([NH:18][C:10]3[N:9]=[C:8]([CH2:7][CH2:6][C:5]4[CH:38]=[CH:39][CH:40]=[CH:41][C:4]=4[CH2:3][C:2]([NH2:1])=[O:42])[C:13]([C:14]([F:17])([F:15])[F:16])=[CH:12][N:11]=3)=[CH:20][CH:21]=2)[CH2:26]1. The catalyst class is: 2. (9) Reactant: CS([O:5][C:6]1[CH:7]=[C:8]2[C:13](=[CH:14][CH:15]=1)[C:12]([C:16](=[O:32])[C:17]1[CH:22]=[CH:21][C:20]([O:23][CH2:24][CH2:25][N:26]3[CH2:31][CH2:30][CH2:29][CH2:28][CH2:27]3)=[CH:19][CH:18]=1)=[C:11](OS(C(F)(F)F)(=O)=O)[CH:10]=[CH:9]2)(=O)=O.[F-].[Cs+].B1(B2OCC(C)(C)CO2)OCC(C)(C)CO1.Br[C:60]1[CH:65]=[C:64]([F:66])[CH:63]=[C:62]([F:67])[C:61]=1[F:68]. Product: [OH:5][C:6]1[CH:7]=[C:8]2[C:13](=[CH:14][CH:15]=1)[C:12]([C:16]([C:17]1[CH:22]=[CH:21][C:20]([O:23][CH2:24][CH2:25][N:26]3[CH2:27][CH2:28][CH2:29][CH2:30][CH2:31]3)=[CH:19][CH:18]=1)=[O:32])=[C:11]([C:60]1[CH:65]=[C:64]([F:66])[CH:63]=[C:62]([F:67])[C:61]=1[F:68])[CH:10]=[CH:9]2. The catalyst class is: 10. (10) Reactant: Cl[C:2]1[C:7]([CH:8]=[O:9])=[C:6]([NH:10][C:11](=[O:16])[C:12]([CH3:15])([CH3:14])[CH3:13])[CH:5]=[CH:4][N:3]=1.[CH:17]1(B(O)O)[CH2:19][CH2:18]1.C1(P(C2CCCCC2)C2CCCCC2)CCCCC1.P([O-])([O-])([O-])=O.[K+].[K+].[K+]. Product: [CH:17]1([C:2]2[C:7]([CH:8]=[O:9])=[C:6]([NH:10][C:11](=[O:16])[C:12]([CH3:15])([CH3:14])[CH3:13])[CH:5]=[CH:4][N:3]=2)[CH2:19][CH2:18]1. The catalyst class is: 493.